From a dataset of Forward reaction prediction with 1.9M reactions from USPTO patents (1976-2016). Predict the product of the given reaction. (1) Given the reactants [CH:1]1[CH:2]=[CH:3][N:4]2[CH2:10][C:9]3[CH:11]=[CH:12][CH:13]=[CH:14][C:8]=3[N:7]([C:15]([C:17]3[CH:22]=[CH:21][C:20](C4CCCCC=4)=[C:19]([CH3:29])[CH:18]=3)=[O:16])[CH2:6][C:5]=12.FC(F)(F)S(O[C:36]1[CH2:41][C:40]([CH3:43])([CH3:42])[CH2:39][C:38]([CH3:45])([CH3:44])[CH:37]=1)(=O)=O, predict the reaction product. The product is: [CH:1]1[CH:2]=[CH:3][N:4]2[CH2:10][C:9]3[CH:11]=[CH:12][CH:13]=[CH:14][C:8]=3[N:7]([C:15]([C:17]3[CH:22]=[CH:21][C:20]([C:36]4[CH2:41][C:40]([CH3:43])([CH3:42])[CH2:39][C:38]([CH3:45])([CH3:44])[CH:37]=4)=[C:19]([CH3:29])[CH:18]=3)=[O:16])[CH2:6][C:5]=12. (2) The product is: [NH2:37][C:38]1[C:39]2[N:40]([C:44]([C@@H:48]3[CH2:56][CH2:55][C@@H:54]4[N:50]([C:51](=[O:57])[CH2:52][CH2:53]4)[CH2:49]3)=[N:45][C:46]=2[C:9]2[CH:10]=[CH:11][C:12]([C:13]([NH:15][C:16]3[CH:21]=[C:20]([C:22]([F:23])([F:24])[F:25])[CH:19]=[CH:18][N:17]=3)=[O:14])=[CH:26][CH:27]=2)[CH:41]=[CH:42][N:43]=1. Given the reactants CC1(C)C(C)(C)OB([C:9]2[CH:27]=[CH:26][C:12]([C:13]([NH:15][C:16]3[CH:21]=[C:20]([C:22]([F:25])([F:24])[F:23])[CH:19]=[CH:18][N:17]=3)=[O:14])=[CH:11][CH:10]=2)O1.[O-]P([O-])([O-])=O.[K+].[K+].[K+].[NH2:37][C:38]1[C:39]2[N:40]([C:44]([C@@H:48]3[CH2:56][CH2:55][C@@H:54]4[N:50]([C:51](=[O:57])[CH2:52][CH2:53]4)[CH2:49]3)=[N:45][C:46]=2Br)[CH:41]=[CH:42][N:43]=1, predict the reaction product. (3) Given the reactants [O:1]1[C:5]2[CH:6]=[CH:7][CH:8]=[CH:9][C:4]=2[N:3]=[C:2]1[C:10]1[CH:15]=[CH:14][C:13]([CH2:16][C:17]#[N:18])=[C:12]([N+:19]([O-])=O)[CH:11]=1, predict the reaction product. The product is: [NH2:19][C:12]1[CH:11]=[C:10]([C:2]2[O:1][C:5]3[CH:6]=[CH:7][CH:8]=[CH:9][C:4]=3[N:3]=2)[CH:15]=[CH:14][C:13]=1[CH2:16][C:17]#[N:18]. (4) Given the reactants Cl[C:2]1[N:23]=[CH:22][C:5]2[C:6]3[N:7]([CH:11]=[C:12]([C:14]4[N:18]([CH:19]([CH3:21])[CH3:20])[N:17]=[CH:16][N:15]=4)[N:13]=3)[CH2:8][CH2:9][O:10][C:4]=2[CH:3]=1.Cl.[NH2:25][C@H:26]([C:28]([NH2:30])=[O:29])[CH3:27], predict the reaction product. The product is: [CH:19]([N:18]1[C:14]([C:12]2[N:13]=[C:6]3[C:5]4[CH:22]=[N:23][C:2]([NH:25][C@@H:26]([CH3:27])[C:28]([NH2:30])=[O:29])=[CH:3][C:4]=4[O:10][CH2:9][CH2:8][N:7]3[CH:11]=2)=[N:15][CH:16]=[N:17]1)([CH3:21])[CH3:20]. (5) The product is: [Cl:26][C:27]1[CH:32]=[CH:31][N:30]=[C:29]([CH:33]([NH:35][C:11]2[O:12][C:13]3[C:19]([O:20][CH3:21])=[CH:18][C:17]([C:22]([O:24][CH3:25])=[O:23])=[CH:16][C:14]=3[N:15]=2)[CH3:34])[CH:28]=1. Given the reactants C(N(CC)C(C)C)(C)C.Cl[C:11]1[O:12][C:13]2[C:19]([O:20][CH3:21])=[CH:18][C:17]([C:22]([O:24][CH3:25])=[O:23])=[CH:16][C:14]=2[N:15]=1.[Cl:26][C:27]1[CH:32]=[CH:31][N:30]=[C:29]([CH:33]([NH2:35])[CH3:34])[CH:28]=1, predict the reaction product.